This data is from Reaction yield outcomes from USPTO patents with 853,638 reactions. The task is: Predict the reaction yield, written as a fraction of the theoretical maximum amount of product (1.0 means a 100% yield; for example, 0.34 means a 34% yield). (1) The yield is 0.950. The product is [CH3:1][CH2:2][C:3]1[CH:8]=[CH:7][C:6]([C:9]([CH:11]([CH2:13][N:14]2[CH2:19][CH2:18][CH2:17][CH2:16][CH2:15]2)[CH3:12])=[O:10])=[CH:5][CH:4]=1.[C:20]([O-:27])(=[O:26])/[CH:21]=[CH:22]\[C:23]([O-:25])=[O:24]. The catalyst is C(OCC)C. The reactants are [CH3:1][CH2:2][C:3]1[CH:4]=[CH:5][C:6]([C:9]([CH:11]([CH2:13][N:14]2[CH2:19][CH2:18][CH2:17][CH2:16][CH2:15]2)[CH3:12])=[O:10])=[CH:7][CH:8]=1.[C:20]([OH:27])(=[O:26])/[CH:21]=[CH:22]\[C:23]([OH:25])=[O:24].O1CCCC1. (2) The reactants are [C:1]([O:4][CH2:5][C:6]([CH3:40])([CH3:39])[CH2:7][N:8]1[C:14]2[CH:15]=[CH:16][C:17]([Cl:19])=[CH:18][C:13]=2[C@@H:12]([C:20]2[CH:25]=[CH:24][CH:23]=[C:22]([O:26][CH3:27])[C:21]=2[O:28][CH3:29])[O:11][C@H:10]([CH2:30]/[CH:31]=[CH:32]/[C:33]([O:35]CC)=[O:34])[C:9]1=[O:38])(=[O:3])[CH3:2].[Mg].N1C=CC=CC=1.C(Cl)(=O)C. The catalyst is CO.C(OCC)(=O)C.O. The product is [C:1]([O:4][CH2:5][C:6]([CH3:40])([CH3:39])[CH2:7][N:8]1[C:14]2[CH:15]=[CH:16][C:17]([Cl:19])=[CH:18][C:13]=2[C@@H:12]([C:20]2[CH:25]=[CH:24][CH:23]=[C:22]([O:26][CH3:27])[C:21]=2[O:28][CH3:29])[O:11][C@H:10]([CH2:30][CH2:31][CH2:32][C:33]([OH:35])=[O:34])[C:9]1=[O:38])(=[O:3])[CH3:2]. The yield is 0.760. (3) The reactants are N[C:2]1[N:6]([C:7]2[C:12]([F:13])=[CH:11][CH:10]=[CH:9][C:8]=2[F:14])[N:5]=[C:4]([C:15]([O:17][CH2:18][CH3:19])=[O:16])[CH:3]=1.S(=O)(=O)(O)O.[I-:25].[K+]. The catalyst is O.N([O-])=O.[Na+]. The product is [F:14][C:8]1[CH:9]=[CH:10][CH:11]=[C:12]([F:13])[C:7]=1[N:6]1[C:2]([I:25])=[CH:3][C:4]([C:15]([O:17][CH2:18][CH3:19])=[O:16])=[N:5]1. The yield is 0.160. (4) The product is [NH2:8][C:9]1[CH:18]=[CH:17][C:16]2[CH2:15][CH2:14][CH2:13][CH2:12][C:11]=2[C:10]=1[C:19]([OH:21])=[O:20]. The yield is 0.860. The reactants are C(OC([NH:8][C:9]1[CH:18]=[CH:17][C:16]2[C:11](=[CH:12][CH:13]=[CH:14][CH:15]=2)[C:10]=1[C:19]([OH:21])=[O:20])=O)(C)(C)C. The catalyst is C(O)(=O)C. (5) The reactants are [N+:1]([C:4]1[CH:9]=[CH:8][CH:7]=[CH:6][C:5]=1[CH2:10][C:11]#[N:12])([O-])=O.B.C1COCC1.Cl. No catalyst specified. The product is [NH2:12][CH2:11][CH2:10][C:5]1[CH:6]=[CH:7][CH:8]=[CH:9][C:4]=1[NH2:1]. The yield is 0.520. (6) The reactants are C([O:14][C:15]1[C:24]2[N:23]=[CH:22][CH:21]=[CH:20][C:19]=2[C:18]([C:25](O)=[O:26])=[C:17]2[CH2:28][N:29]([CH2:32][C:33]3[CH:38]=[CH:37][C:36]([F:39])=[CH:35][CH:34]=3)[C:30](=[O:31])[C:16]=12)(C1C=CC=CC=1)C1C=CC=CC=1.[CH3:40][NH:41][CH3:42].C(N(C(C)C)CC)(C)C.F[P-](F)(F)(F)(F)F.N1(OC(N(C)C)=[N+](C)C)C2N=CC=CC=2N=N1. The catalyst is CN(C)C=O. The product is [CH3:40][N:41]([CH3:42])[C:25]([C:18]1[C:19]2[CH:20]=[CH:21][CH:22]=[N:23][C:24]=2[C:15]([OH:14])=[C:16]2[C:30](=[O:31])[N:29]([CH2:32][C:33]3[CH:34]=[CH:35][C:36]([F:39])=[CH:37][CH:38]=3)[CH2:28][C:17]=12)=[O:26]. The yield is 0.970. (7) The reactants are [H-].[Na+].[C:3]([CH2:5]P(=O)(OCC)OCC)#[N:4].[CH:14]([C:16]1[CH:21]=[CH:20][C:19]([C:22]2[CH:27]=[CH:26][C:25]([CH:28]([CH3:37])[CH2:29][NH:30][S:31]([CH:34]([CH3:36])[CH3:35])(=[O:33])=[O:32])=[CH:24][CH:23]=2)=[CH:18][CH:17]=1)=O. The catalyst is O1CCCC1.O.C(OCC)C. The product is [C:3]([CH:5]=[CH:14][C:16]1[CH:21]=[CH:20][C:19]([C:22]2[CH:27]=[CH:26][C:25]([CH:28]([CH3:37])[CH2:29][NH:30][S:31]([CH:34]([CH3:36])[CH3:35])(=[O:33])=[O:32])=[CH:24][CH:23]=2)=[CH:18][CH:17]=1)#[N:4]. The yield is 0.790. (8) The reactants are [C:1]1([CH:7]([OH:10])[CH2:8][OH:9])[CH:6]=[CH:5][CH:4]=[CH:3][CH:2]=1.[CH:11](=O)[CH3:12]. The catalyst is C1(C)C=CC(S(O)(=O)=O)=CC=1.CCOCC. The product is [CH3:11][CH:12]1[O:10][CH:7]([C:1]2[CH:6]=[CH:5][CH:4]=[CH:3][CH:2]=2)[CH2:8][O:9]1. The yield is 0.783. (9) The reactants are [O:1]1[C:5]2[CH:6]=[CH:7][CH:8]=[CH:9][C:4]=2[C:3]([NH2:10])=[N:2]1.C(N(CC)CC)C.Cl[C:19]([O:21][C:22]1[CH:27]=[CH:26][CH:25]=[CH:24][CH:23]=1)=[O:20]. The catalyst is C(#N)C.C1COCC1.C(OCC)(=O)C. The product is [O:1]1[C:5]2[CH:6]=[CH:7][CH:8]=[CH:9][C:4]=2[C:3]([NH:10][C:19](=[O:20])[O:21][C:22]2[CH:27]=[CH:26][CH:25]=[CH:24][CH:23]=2)=[N:2]1. The yield is 0.640. (10) The reactants are [CH3:1][C:2]([C:6]1[NH:7][C:8]2[C:13]([CH:14]=1)=[CH:12][C:11]([N+:15]([O-:17])=[O:16])=[CH:10][CH:9]=2)([CH3:5])[CH2:3][NH2:4].CCN(CC)CC.[C:25](O[C:25]([O:27][C:28]([CH3:31])([CH3:30])[CH3:29])=[O:26])([O:27][C:28]([CH3:31])([CH3:30])[CH3:29])=[O:26].O. The catalyst is C1COCC1. The product is [CH3:5][C:2]([C:6]1[NH:7][C:8]2[C:13]([CH:14]=1)=[CH:12][C:11]([N+:15]([O-:17])=[O:16])=[CH:10][CH:9]=2)([CH3:1])[CH2:3][NH:4][C:25](=[O:26])[O:27][C:28]([CH3:31])([CH3:30])[CH3:29]. The yield is 0.670.